Dataset: Full USPTO retrosynthesis dataset with 1.9M reactions from patents (1976-2016). Task: Predict the reactants needed to synthesize the given product. (1) Given the product [Br:18][CH2:10][C:4]1[C:5]([O:8][CH3:9])=[N:6][CH:7]=[C:2]([I:1])[CH:3]=1, predict the reactants needed to synthesize it. The reactants are: [I:1][C:2]1[CH:3]=[C:4]([CH3:10])[C:5]([O:8][CH3:9])=[N:6][CH:7]=1.C1C(=O)N([Br:18])C(=O)C1.CC(N=NC(C#N)(C)C)(C#N)C. (2) Given the product [F:1][C:2]1[C:3]([I:31])=[C:4]2[C:14]3[C:9](=[CH:10][N:11]=[C:12]([C:15]4[CH:16]=[N:17][N:18]([CH3:20])[CH:19]=4)[CH:13]=3)[NH:8][C:5]2=[N:6][CH:7]=1, predict the reactants needed to synthesize it. The reactants are: [F:1][C:2]1[C:3]([I:31])=[C:4]2[C:14]3[C:9](=[CH:10][N:11]=[C:12]([C:15]4[CH:16]=[N:17][N:18]([CH3:20])[CH:19]=4)[CH:13]=3)[N:8](S(C3C=CC(C)=CC=3)(=O)=O)[C:5]2=[N:6][CH:7]=1.[OH-].[Li+].O.[Cl-].[NH4+]. (3) Given the product [Cl:1][C:2]1[CH:7]=[CH:6][C:5]([C:8]2[C:12]3[CH2:13][N:14]([S:17]([CH3:20])(=[O:19])=[O:18])[CH2:15][CH2:16][C:11]=3[N:10]([CH2:21][CH2:22][CH2:23][N:24]3[CH2:29][CH2:28][CH:27]([C:30]([NH2:32])=[O:31])[CH2:26][CH2:25]3)[N:9]=2)=[CH:4][C:3]=1[C:7]#[C:6][C:5]1[CH:8]=[C:38]2[C:2]([CH2:36][CH2:35][NH:34][CH2:39]2)=[CH:3][CH:4]=1, predict the reactants needed to synthesize it. The reactants are: [Cl:1][C:2]1[CH:7]=[CH:6][C:5]([C:8]2[C:12]3[CH2:13][N:14]([S:17]([CH3:20])(=[O:19])=[O:18])[CH2:15][CH2:16][C:11]=3[N:10]([CH2:21][CH2:22][CH2:23][N:24]3[CH2:29][CH2:28][CH:27]([C:30]([NH2:32])=[O:31])[CH2:26][CH2:25]3)[N:9]=2)=[CH:4][C:3]=1I.[NH:34]1[CH2:39][CH2:38]O[CH2:36][CH2:35]1. (4) Given the product [F:1][C:2]1[CH:7]=[CH:6][CH:5]=[C:4]([C:8]2[CH:13]=[CH:12][C:11]([CH2:14][NH:15][C:16]3[CH:21]=[C:20]([S:38][CH2:39][CH2:40][CH2:41][OH:42])[CH:19]=[CH:18][N+:17]=3[O-:25])=[C:10]([F:26])[CH:9]=2)[C:3]=1[C:27]([O:29][CH3:30])=[O:28], predict the reactants needed to synthesize it. The reactants are: [F:1][C:2]1[CH:7]=[CH:6][CH:5]=[C:4]([C:8]2[CH:13]=[CH:12][C:11]([CH2:14][NH:15][C:16]3[CH:21]=[C:20]([N+]([O-])=O)[CH:19]=[CH:18][N+:17]=3[O-:25])=[C:10]([F:26])[CH:9]=2)[C:3]=1[C:27]([O:29][CH3:30])=[O:28].CN1CCOCC1.[SH:38][CH2:39][CH2:40][CH2:41][OH:42]. (5) Given the product [C:30]([C:25]1[CH:26]=[CH:27][CH:28]=[CH:29][C:24]=1[C:23]([NH:22][C:10]1[C:9]([NH2:8])=[CH:14][CH:13]=[C:12]([O:15][CH2:16][C:17]([O:19][CH2:20][CH3:21])=[O:18])[CH:11]=1)=[O:34])([CH3:31])([CH3:32])[CH3:33], predict the reactants needed to synthesize it. The reactants are: C(OC([NH:8][C:9]1[C:10]([NH:22][C:23](=[O:34])[C:24]2[CH:29]=[CH:28][CH:27]=[CH:26][C:25]=2[C:30]([CH3:33])([CH3:32])[CH3:31])=[CH:11][C:12]([O:15][CH2:16][C:17]([O:19][CH2:20][CH3:21])=[O:18])=[CH:13][CH:14]=1)=O)(C)(C)C.C(O)(C(F)(F)F)=O. (6) The reactants are: O[C:2]1[CH:3]=[C:4]([CH:7]=[C:8](O)[CH:9]=1)[CH2:5][OH:6].[Si](OCCCOC1C=C(C=C(OCCCO[Si](C(C)(C)C)(C)C)C=1)CO)(C(C)(C)C)(C)C.[C:43]([O-:51])(=[O:50])[C:44]1[CH:49]=[CH:48][CH:47]=[CH:46][CH:45]=1. Given the product [C:5]([O:51][C:43](=[O:50])[C:44]1[CH:49]=[CH:48][CH:47]=[CH:46][CH:45]=1)(=[O:6])[C:4]1[CH:7]=[CH:8][CH:9]=[CH:2][CH:3]=1, predict the reactants needed to synthesize it. (7) The reactants are: [Br:1][C:2]1[CH:3]=[C:4]2[C:8](=[CH:9][CH:10]=1)[NH:7][C:6]([C:11]([O:13][CH2:14][CH3:15])=[O:12])=[C:5]2[S:16]([N:19]1[CH2:24][CH2:23][O:22][CH2:21][CH2:20]1)(=[O:18])=[O:17].[N+:25]([O-])([OH:27])=[O:26]. Given the product [Br:1][C:2]1[C:3]([N+:25]([O-:27])=[O:26])=[C:4]2[C:8](=[CH:9][CH:10]=1)[NH:7][C:6]([C:11]([O:13][CH2:14][CH3:15])=[O:12])=[C:5]2[S:16]([N:19]1[CH2:24][CH2:23][O:22][CH2:21][CH2:20]1)(=[O:17])=[O:18], predict the reactants needed to synthesize it. (8) The reactants are: [H-].[Na+].[CH2:3]([O:5][C:6](=[O:28])[CH2:7][C:8]1[CH:13]=[CH:12][C:11]([O:14][CH3:15])=[C:10]([O:16][C:17]2[CH:22]=[CH:21][C:20]([N+:23]([O-:25])=[O:24])=[CH:19][C:18]=2[CH2:26]Br)[CH:9]=1)[CH3:4].[C:29]1([OH:35])[CH:34]=[CH:33][CH:32]=[CH:31][CH:30]=1. Given the product [CH2:3]([O:5][C:6](=[O:28])[CH2:7][C:8]1[CH:13]=[CH:12][C:11]([O:14][CH3:15])=[C:10]([O:16][C:17]2[CH:22]=[CH:21][C:20]([N+:23]([O-:25])=[O:24])=[CH:19][C:18]=2[CH2:26][O:35][C:29]2[CH:34]=[CH:33][CH:32]=[CH:31][CH:30]=2)[CH:9]=1)[CH3:4], predict the reactants needed to synthesize it. (9) Given the product [C:28]([O:27][C:25](=[O:26])[NH:32][C@H:33]1[CH2:38][CH2:37][CH2:36][CH2:35][C@H:34]1[NH:39][C:2]1[N:3]=[CH:4][C:5]2[S:10][CH:9]=[C:8]([C:11](=[O:12])[NH:13][C:14]3[CH:15]=[C:16]4[C:21](=[C:22]([CH3:24])[CH:23]=3)[N:20]=[CH:19][CH:18]=[CH:17]4)[C:6]=2[N:7]=1)([CH3:31])([CH3:29])[CH3:30], predict the reactants needed to synthesize it. The reactants are: Cl[C:2]1[N:3]=[CH:4][C:5]2[S:10][CH:9]=[C:8]([C:11]([NH:13][C:14]3[CH:15]=[C:16]4[C:21](=[C:22]([CH3:24])[CH:23]=3)[N:20]=[CH:19][CH:18]=[CH:17]4)=[O:12])[C:6]=2[N:7]=1.[C:25]([NH:32][C@H:33]1[CH2:38][CH2:37][CH2:36][CH2:35][C@H:34]1[NH2:39])([O:27][C:28]([CH3:31])([CH3:30])[CH3:29])=[O:26].CCN(C(C)C)C(C)C.